From a dataset of Full USPTO retrosynthesis dataset with 1.9M reactions from patents (1976-2016). Predict the reactants needed to synthesize the given product. (1) Given the product [C:6]([O:10][C:11]([N:13]1[CH2:14][CH2:15][C:16]([CH:21]2[CH2:22][CH2:23][CH2:24][CH2:25][CH2:26]2)([CH2:19][O:20][S:2]([CH3:1])(=[O:4])=[O:3])[CH2:17][CH2:18]1)=[O:12])([CH3:9])([CH3:7])[CH3:8], predict the reactants needed to synthesize it. The reactants are: [CH3:1][S:2](Cl)(=[O:4])=[O:3].[C:6]([O:10][C:11]([N:13]1[CH2:18][CH2:17][C:16]([CH:21]2[CH2:26][CH2:25][CH2:24][CH2:23][CH2:22]2)([CH2:19][OH:20])[CH2:15][CH2:14]1)=[O:12])([CH3:9])([CH3:8])[CH3:7].C(N(CC)CC)C. (2) Given the product [N:8]1([CH:14]2[CH2:15][CH2:16][CH:17]([O:20][C:21]3[C:22]4[C:23]5[CH2:24][N:25]([C:3](=[O:5])[CH3:2])[CH2:26][CH2:27][C:28]=5[S:29][C:30]=4[N:31]=[CH:32][N:33]=3)[CH2:18][CH2:19]2)[CH2:13][CH2:12][O:11][CH2:10][CH2:9]1, predict the reactants needed to synthesize it. The reactants are: F[C:2](F)(F)[C:3]([OH:5])=O.[N:8]1([CH:14]2[CH2:19][CH2:18][CH:17]([O:20][C:21]3[C:22]4[C:23]5[CH2:24][NH:25][CH2:26][CH2:27][C:28]=5[S:29][C:30]=4[N:31]=[CH:32][N:33]=3)[CH2:16][CH2:15]2)[CH2:13][CH2:12][O:11][CH2:10][CH2:9]1.C(Cl)(=O)C. (3) Given the product [CH3:24][C:23]1[NH:30][C:3]2[CH2:4][CH2:5][CH2:6][C:1](=[O:8])[C:2]=2[CH:19]([C:16]2[CH:17]=[C:18]3[C:13](=[CH:14][CH:15]=2)[NH:12][N:11]=[C:10]3[CH3:9])[C:20]=1[C:21]#[N:22], predict the reactants needed to synthesize it. The reactants are: [C:1]1(=[O:8])[CH2:6][CH2:5][CH2:4][C:3](=O)[CH2:2]1.[CH3:9][C:10]1[C:18]2[C:13](=[CH:14][CH:15]=[C:16](/[CH:19]=[C:20](/[C:23](=O)[CH3:24])\[C:21]#[N:22])[CH:17]=2)[NH:12][N:11]=1.C([O-])(=O)C.[NH4+:30]. (4) Given the product [Cl:1][C:2]1[N:7]=[N:6][CH:5]=[C:4]([C:8]([N:12]([CH3:13])[CH3:11])=[O:9])[CH:3]=1, predict the reactants needed to synthesize it. The reactants are: [Cl:1][C:2]1[N:7]=[N:6][CH:5]=[C:4]([C:8](Cl)=[O:9])[CH:3]=1.[CH3:11][NH:12][CH3:13]. (5) Given the product [CH2:53]([NH:60][C:7]([C:6]1[S:5][C:4]([N:10]2[CH:15]=[CH:14][C:13]([C:16]3[CH:17]=[CH:18][CH:19]=[CH:20][CH:21]=3)=[CH:12][C:11]2=[O:22])=[N:3][C:2]=1[CH3:1])=[O:8])[C:54]1[CH:59]=[CH:58][CH:57]=[CH:56][CH:55]=1, predict the reactants needed to synthesize it. The reactants are: [CH3:1][C:2]1[N:3]=[C:4]([N:10]2[CH:15]=[CH:14][C:13]([C:16]3[CH:21]=[CH:20][CH:19]=[CH:18][CH:17]=3)=[CH:12][C:11]2=[O:22])[S:5][C:6]=1[C:7](O)=[O:8].ON1C2C=CC=CC=2N=N1.CN(C)CCCN=C=NCC.C(N(CC)C(C)C)(C)C.[CH2:53]([NH2:60])[C:54]1[CH:59]=[CH:58][CH:57]=[CH:56][CH:55]=1. (6) Given the product [C:6]([NH:1][CH2:2][CH:3]([OH:5])[CH3:4])(=[O:11])[CH:7]([CH3:9])[OH:8], predict the reactants needed to synthesize it. The reactants are: [NH2:1][CH2:2][CH:3]([OH:5])[CH3:4].[C:6]([O:11]CC)(=O)[CH:7]([CH3:9])[OH:8].